From a dataset of Full USPTO retrosynthesis dataset with 1.9M reactions from patents (1976-2016). Predict the reactants needed to synthesize the given product. The reactants are: [CH:1]1([C@H:5]([NH:7][C:8]2[N:16]=[C:15]([C:17]3[NH:21][C:20](=[O:22])[O:19][N:18]=3)[N:14]=[C:13]3[C:9]=2[N:10]([CH2:32][C@H:33]2[CH2:38][CH2:37][C@H:36]([CH3:39])[CH2:35][CH2:34]2)[C:11]([C:23](O)([C:25]2[CH:30]=[CH:29][CH:28]=[CH:27][N:26]=2)[CH3:24])=[N:12]3)[CH3:6])[CH2:4][CH2:3][CH2:2]1.CCN(S(F)(F)[F:46])CC. Given the product [CH:1]1([C@H:5]([NH:7][C:8]2[N:16]=[C:15]([C:17]3[NH:21][C:20](=[O:22])[O:19][N:18]=3)[N:14]=[C:13]3[C:9]=2[N:10]([CH2:32][C@H:33]2[CH2:38][CH2:37][C@H:36]([CH3:39])[CH2:35][CH2:34]2)[C:11]([C:23]([F:46])([C:25]2[CH:30]=[CH:29][CH:28]=[CH:27][N:26]=2)[CH3:24])=[N:12]3)[CH3:6])[CH2:4][CH2:3][CH2:2]1, predict the reactants needed to synthesize it.